Predict which catalyst facilitates the given reaction. From a dataset of Catalyst prediction with 721,799 reactions and 888 catalyst types from USPTO. (1) Reactant: [NH:1]([C:28]([O:30][CH2:31][CH:32]1[C:44]2[C:39](=[CH:40][CH:41]=[CH:42][CH:43]=2)[C:38]2[C:33]1=[CH:34][CH:35]=[CH:36][CH:37]=2)=[O:29])[C@H:2]([C:4]([NH:6][C@H:7]([C:12]([NH:14][C@H:15]([C:17]([NH:19][C@H:20]([C:25]([OH:27])=[O:26])[CH2:21][CH:22]([CH3:24])[CH3:23])=[O:18])[CH3:16])=[O:13])[CH2:8][CH:9]([CH3:11])[CH3:10])=[O:5])[CH3:3].[CH3:45][C:46]([C:48]([O:50][CH2:51][CH2:52][OH:53])=[O:49])=[CH2:47].C1(N=C=NC2CCCCC2)CCCCC1. The catalyst class is: 4. Product: [NH:1]([C:28]([O:30][CH2:31][CH:32]1[C:44]2[C:39](=[CH:40][CH:41]=[CH:42][CH:43]=2)[C:38]2[C:33]1=[CH:34][CH:35]=[CH:36][CH:37]=2)=[O:29])[C@H:2]([C:4]([NH:6][C@H:7]([C:12]([NH:14][C@H:15]([C:17]([NH:19][C@H:20]([C:25]([OH:27])=[O:26])[CH2:21][CH:22]([CH3:23])[CH3:24])=[O:18])[CH3:16])=[O:13])[CH2:8][CH:9]([CH3:10])[CH3:11])=[O:5])[CH3:3].[NH2:1][C@H:2]([C:4]([NH:6][C@H:7]([C:12]([NH:14][C@H:15]([C:17]([NH:19][C@H:20]([C:25]([OH:27])=[O:26])[CH2:21][CH:22]([CH3:24])[CH3:23])=[O:18])[CH3:16])=[O:13])[CH2:8][CH:9]([CH3:10])[CH3:11])=[O:5])[CH3:3].[CH3:47][C:46]([C:48]([O:50][CH2:51][CH2:52][OH:53])=[O:49])=[CH2:45]. (2) The catalyst class is: 5. Reactant: Cl.Cl[CH2:3][CH2:4][C@@H:5]([N:12]1[C:16]2[C:17]([F:21])=[CH:18][CH:19]=[CH:20][C:15]=2[N:14]([CH:22]([CH3:24])[CH3:23])[C:13]1=[O:25])[C:6]1[CH:11]=[CH:10][CH:9]=[CH:8][CH:7]=1.[CH3:26][NH2:27]. Product: [F:21][C:17]1[C:16]2[N:12]([C@@H:5]([C:6]3[CH:11]=[CH:10][CH:9]=[CH:8][CH:7]=3)[CH2:4][CH2:3][NH:27][CH3:26])[C:13](=[O:25])[N:14]([CH:22]([CH3:24])[CH3:23])[C:15]=2[CH:20]=[CH:19][CH:18]=1. (3) Reactant: [C:1]([O:5][C:6]([N:8]([CH2:10][C:11]1[C:12]([F:35])=[C:13]([C:28]2[C:29]([F:34])=[N:30][CH:31]=[CH:32][CH:33]=2)[N:14]([S:16]([C:19]2[O:23][C:22]([C:24](OC)=[O:25])=[CH:21][CH:20]=2)(=[O:18])=[O:17])[CH:15]=1)[CH3:9])=[O:7])([CH3:4])([CH3:3])[CH3:2].CO.[NH3:38]. Product: [NH2:38][C:24]([C:22]1[O:23][C:19]([S:16]([N:14]2[C:13]([C:28]3[C:29]([F:34])=[N:30][CH:31]=[CH:32][CH:33]=3)=[C:12]([F:35])[C:11]([CH2:10][N:8]([CH3:9])[C:6](=[O:7])[O:5][C:1]([CH3:2])([CH3:4])[CH3:3])=[CH:15]2)(=[O:17])=[O:18])=[CH:20][CH:21]=1)=[O:25]. The catalyst class is: 5. (4) Reactant: [N+:1]([O-:4])(O)=[O:2].[CH:5]1([CH2:10][CH2:11][C:12]([NH:14][C:15]2[C:20]([CH2:21][CH3:22])=[CH:19][CH:18]=[CH:17][C:16]=2[CH2:23][CH3:24])=[O:13])[CH2:9][CH2:8][CH2:7][CH2:6]1.O. Product: [CH:5]1([CH2:10][CH2:11][C:12]([NH:14][C:15]2[C:16]([CH2:23][CH3:24])=[CH:17][CH:18]=[C:19]([N+:1]([O-:4])=[O:2])[C:20]=2[CH2:21][CH3:22])=[O:13])[CH2:9][CH2:8][CH2:7][CH2:6]1. The catalyst class is: 15. (5) Reactant: [CH3:1][O:2][C:3]([C:5]1[N:6]=[CH:7][C:8]2[C:9](=[O:23])[N:10]([CH2:16][C:17]3[CH:22]=[CH:21][CH:20]=[CH:19][CH:18]=3)[CH:11]=[CH:12][C:13]=2[C:14]=1[OH:15])=[O:4].CC1C=C(C)N=C(C)C=1.CC1C([IH+:40])=C(C)N=C(C)C=1.F[P-](F)(F)(F)(F)F. Product: [CH3:1][O:2][C:3]([C:5]1[N:6]=[C:7]([I:40])[C:8]2[C:9](=[O:23])[N:10]([CH2:16][C:17]3[CH:22]=[CH:21][CH:20]=[CH:19][CH:18]=3)[CH:11]=[CH:12][C:13]=2[C:14]=1[OH:15])=[O:4]. The catalyst class is: 2. (6) Reactant: [Cl:1][C:2]1[C:3]([O:11][CH3:12])=[C:4]([CH:7]=[C:8]([Cl:10])[CH:9]=1)[CH2:5]O.Cl.[CH:14]([CH:27]1[C:32](=[O:33])[CH2:31][CH2:30][NH:29][CH2:28]1)([C:21]1[CH:26]=[CH:25][CH:24]=[CH:23][CH:22]=1)[C:15]1[CH:20]=[CH:19][CH:18]=[CH:17][CH:16]=1.C(N(C(C)C)CC)(C)C.C(=O)(O)[O-].[Na+]. Product: [CH:14]([CH:27]1[C:32](=[O:33])[CH2:31][CH2:30][N:29]([CH2:5][C:4]2[CH:7]=[C:8]([Cl:10])[CH:9]=[C:2]([Cl:1])[C:3]=2[O:11][CH3:12])[CH2:28]1)([C:21]1[CH:26]=[CH:25][CH:24]=[CH:23][CH:22]=1)[C:15]1[CH:16]=[CH:17][CH:18]=[CH:19][CH:20]=1. The catalyst class is: 4. (7) Reactant: Cl[CH:2](Cl)[CH:3]([C:5]1[CH:10]=[CH:9][CH:8]=[C:7]([O:11][C:12]([F:15])([F:14])[F:13])[CH:6]=1)O.[NH2:17][C:18]([NH2:20])=[S:19].[OH-].[K+]. Product: [F:13][C:12]([F:15])([F:14])[O:11][C:7]1[CH:6]=[C:5]([C:3]2[S:19][C:18]([NH2:20])=[N:17][CH:2]=2)[CH:10]=[CH:9][CH:8]=1. The catalyst class is: 5.